Dataset: Reaction yield outcomes from USPTO patents with 853,638 reactions. Task: Predict the reaction yield, written as a fraction of the theoretical maximum amount of product (1.0 means a 100% yield; for example, 0.34 means a 34% yield). (1) The reactants are [CH3:1][C:2]1[S:3][C:4]([NH:7][C:8](=[O:10])[CH3:9])=[CH:5][N:6]=1.[Br:11]Br. The catalyst is C(Cl)(Cl)Cl.OS([O-])=O.[Na+]. The product is [Br:11][C:5]1[N:6]=[C:2]([CH3:1])[S:3][C:4]=1[NH:7][C:8](=[O:10])[CH3:9]. The yield is 0.670. (2) The reactants are [O:1]=[O+][O-].C=[C:5]1[CH2:8][CH:7]([C:9]([O:11][CH2:12][CH2:13][CH3:14])=[O:10])[CH2:6]1.CSC. The catalyst is CO. The product is [O:1]=[C:5]1[CH2:8][CH:7]([C:9]([O:11][CH2:12][CH2:13][CH3:14])=[O:10])[CH2:6]1. The yield is 0.880. (3) The reactants are [Cl:1][C:2]1[CH:7]=[CH:6][C:5]([F:8])=[CH:4][C:3]=1[C@H:9]1[CH2:13][CH2:12][CH2:11][N:10]1[C:14]1[CH:19]=[CH:18][N:17]2[N:20]=[CH:21][C:22]([NH2:23])=[C:16]2[N:15]=1.C1N=CN([C:29]([N:31]2[CH:35]=N[CH:33]=[CH:32]2)=[O:30])C=1.N1CC[C@H:38]([OH:41])C1. The catalyst is C(Cl)Cl. The product is [Cl:1][C:2]1[CH:7]=[CH:6][C:5]([F:8])=[CH:4][C:3]=1[C@H:9]1[CH2:13][CH2:12][CH2:11][N:10]1[C:14]1[CH:19]=[CH:18][N:17]2[N:20]=[CH:21][C:22]([NH:23][C:29]([N:31]3[CH2:32][CH2:33][C@H:38]([OH:41])[CH2:35]3)=[O:30])=[C:16]2[N:15]=1. The yield is 0.810.